From a dataset of Reaction yield outcomes from USPTO patents with 853,638 reactions. Predict the reaction yield, written as a fraction of the theoretical maximum amount of product (1.0 means a 100% yield; for example, 0.34 means a 34% yield). (1) The reactants are [Br:1][C:2]1[CH:3]=[CH:4][C:5]2[CH2:11][CH2:10][CH2:9][C:8]([C:12](OC)=[O:13])=[CH:7][C:6]=2[CH:16]=1.CC(C[AlH]CC(C)C)C. The catalyst is C(OCC)C.C1COCC1. The product is [Br:1][C:2]1[CH:3]=[CH:4][C:5]2[CH2:11][CH2:10][CH2:9][C:8]([CH2:12][OH:13])=[CH:7][C:6]=2[CH:16]=1. The yield is 0.980. (2) The reactants are C[O:2][C:3]1[CH:21]=[CH:20][C:6]([CH2:7][S:8][C:9]2[CH:19]=[CH:18][C:12]3[NH:13][C:14](=[O:17])[CH2:15][O:16][C:11]=3[CH:10]=2)=[CH:5][CH:4]=1.B(Br)(Br)Br. The catalyst is C(Cl)Cl. The product is [OH:2][C:3]1[CH:21]=[CH:20][C:6]([CH2:7][S:8][C:9]2[CH:19]=[CH:18][C:12]3[NH:13][C:14](=[O:17])[CH2:15][O:16][C:11]=3[CH:10]=2)=[CH:5][CH:4]=1. The yield is 1.00. (3) The catalyst is C1C=CC(/C=C/C(/C=C/C2C=CC=CC=2)=O)=CC=1.C1C=CC(/C=C/C(/C=C/C2C=CC=CC=2)=O)=CC=1.C1C=CC(/C=C/C(/C=C/C2C=CC=CC=2)=O)=CC=1.[Pd].[Pd].C1(C)C=CC=CC=1. The reactants are Cl[C:2]1[C:3]([CH3:22])=[CH:4][C:5]2[N:6]([C:8]([C:11]3[CH:16]=[CH:15][CH:14]=[C:13]([O:17][C:18]([F:21])([F:20])[F:19])[CH:12]=3)=[CH:9][N:10]=2)[N:7]=1.[CH3:23][N:24]1[CH2:29][CH2:28][CH:27]([CH2:30][NH2:31])[CH2:26][CH2:25]1.CC([O-])(C)C.[Na+]. The yield is 0.0726. The product is [CH3:22][C:3]1[C:2]([NH:31][CH2:30][CH:27]2[CH2:28][CH2:29][N:24]([CH3:23])[CH2:25][CH2:26]2)=[N:7][N:6]2[C:8]([C:11]3[CH:16]=[CH:15][CH:14]=[C:13]([O:17][C:18]([F:21])([F:20])[F:19])[CH:12]=3)=[CH:9][N:10]=[C:5]2[CH:4]=1. (4) The reactants are [H-].[Na+].[OH:3][C:4]1[CH:5]=[C:6]2[C:11](=[CH:12][CH:13]=1)[C@:10]([CH3:18])([C:14]([F:17])([F:16])[F:15])[O:9][CH2:8][CH2:7]2.[CH3:19]N(C=O)C. No catalyst specified. The product is [CH3:19][O:3][C:4]1[CH:5]=[C:6]2[C:11](=[CH:12][CH:13]=1)[C@:10]([CH3:18])([C:14]([F:17])([F:15])[F:16])[O:9][CH2:8][CH2:7]2. The yield is 0.980. (5) The reactants are Br[C:2]1[CH:7]=[CH:6][C:5]([C:8]2[C:17]3[C:12](=[CH:13][CH:14]=[CH:15][CH:16]=3)[CH:11]=[CH:10][CH:9]=2)=[CH:4][CH:3]=1.CCCCCC.C([Li])CCC.C([O:32][B:33](OC(C)C)[O:34]C(C)C)(C)C.Cl. The catalyst is C1(C)C=CC=CC=1.C1COCC1. The product is [C:8]1([C:5]2[CH:6]=[CH:7][C:2]([B:33]([OH:34])[OH:32])=[CH:3][CH:4]=2)[C:17]2[C:12](=[CH:13][CH:14]=[CH:15][CH:16]=2)[CH:11]=[CH:10][CH:9]=1. The yield is 0.670. (6) The reactants are [Cl:1][C:2]1[CH:7]=[C:6]([C:8]([F:11])([F:10])[F:9])[CH:5]=[C:4]([Cl:12])[C:3]=1[N:13]1[C:17]([OH:18])=[C:16]([S:19][C:20]([F:23])([F:22])[F:21])[C:15]([C:24]#[N:25])=[N:14]1.ClC1C=CC=C(C(OO)=[O:34])C=1.C(=O)(O)[O-].[Na+]. The catalyst is ClCCl.C(OCC)(=O)C. The product is [Cl:1][C:2]1[CH:7]=[C:6]([C:8]([F:11])([F:10])[F:9])[CH:5]=[C:4]([Cl:12])[C:3]=1[N:13]1[C:17]([OH:18])=[C:16]([S:19]([C:20]([F:23])([F:21])[F:22])=[O:34])[C:15]([C:24]#[N:25])=[N:14]1. The yield is 0.370. (7) The reactants are Cl[S:2]([N:5]=C=O)(=[O:4])=[O:3].S(Cl)(=O)(=O)N.[CH3:13][C:14]1([OH:17])[CH2:16][CH2:15]1.[Na+].[Cl-]. The catalyst is CN1C(=O)CCC1.C(O)=O. The product is [CH3:13][C:14]1([O:17][S:2](=[O:3])(=[O:4])[NH2:5])[CH2:16][CH2:15]1. The yield is 0.530. (8) The reactants are Br[C:2]1[CH:3]=[CH:4][C:5]([N+:25]([O-:27])=[O:26])=[C:6]([NH:8][CH:9]2[CH2:14][CH2:13][N:12]([C@H:15]3[CH2:20][CH2:19][C@H:18]([O:21][CH2:22][CH2:23][CH3:24])[CH2:17][CH2:16]3)[CH2:11][CH2:10]2)[CH:7]=1.[CH2:28](C([Sn])=C(CCCC)CCCC)[CH2:29]CC.C1(P(C2C=CC=CC=2)C2C=CC=CC=2)C=CC=CC=1. The catalyst is C1(C)C=CC=CC=1.[Pd]. The product is [CH:28]([C:2]1[CH:3]=[CH:4][C:5]([N+:25]([O-:27])=[O:26])=[C:6]([NH:8][CH:9]2[CH2:14][CH2:13][N:12]([C@H:15]3[CH2:20][CH2:19][C@H:18]([O:21][CH2:22][CH2:23][CH3:24])[CH2:17][CH2:16]3)[CH2:11][CH2:10]2)[CH:7]=1)=[CH2:29]. The yield is 0.800.